Dataset: Full USPTO retrosynthesis dataset with 1.9M reactions from patents (1976-2016). Task: Predict the reactants needed to synthesize the given product. Given the product [C:37]1([CH:30]([C:31]2[CH:32]=[CH:33][CH:34]=[CH:35][CH:36]=2)[CH2:29][CH2:28][N:19]([CH2:20][CH2:21][N:22]2[CH2:27][CH2:26][O:25][CH2:24][CH2:23]2)[C:17](=[O:18])[NH:16][C:13]2[S:14][CH:15]=[C:11]([C:9]3[O:8][N:7]=[C:6]([C:4]([OH:5])=[O:3])[CH:10]=3)[N:12]=2)[CH:42]=[CH:41][CH:40]=[CH:39][CH:38]=1, predict the reactants needed to synthesize it. The reactants are: C([O:3][C:4]([C:6]1[CH:10]=[C:9]([C:11]2[N:12]=[C:13]([NH:16][C:17]([N:19]([CH2:28][CH2:29][CH:30]([C:37]3[CH:42]=[CH:41][CH:40]=[CH:39][CH:38]=3)[C:31]3[CH:36]=[CH:35][CH:34]=[CH:33][CH:32]=3)[CH2:20][CH2:21][N:22]3[CH2:27][CH2:26][O:25][CH2:24][CH2:23]3)=[O:18])[S:14][CH:15]=2)[O:8][N:7]=1)=[O:5])C.[OH-].[Na+].Cl.